From a dataset of Full USPTO retrosynthesis dataset with 1.9M reactions from patents (1976-2016). Predict the reactants needed to synthesize the given product. (1) Given the product [C:1]([O:5][C:6](=[O:7])[N:8]([CH2:31][C:32]1[CH:41]=[CH:40][C:35]2[O:36][CH2:37][CH2:38][O:39][C:34]=2[CH:33]=1)[CH:9]1[CH2:10][CH2:11][N:12]([CH2:15][CH2:16][N:17]2[C:26]3[C:21](=[CH:22][CH:23]=[CH:24][CH:25]=3)[C:20]([C:27]([NH:58][S:55]([CH3:54])(=[O:57])=[O:56])=[O:28])=[CH:19][C:18]2=[O:30])[CH2:13][CH2:14]1)([CH3:3])([CH3:2])[CH3:4], predict the reactants needed to synthesize it. The reactants are: [C:1]([O:5][C:6]([N:8]([CH2:31][C:32]1[CH:41]=[CH:40][C:35]2[O:36][CH2:37][CH2:38][O:39][C:34]=2[CH:33]=1)[CH:9]1[CH2:14][CH2:13][N:12]([CH2:15][CH2:16][N:17]2[C:26]3[C:21](=[CH:22][CH:23]=[CH:24][CH:25]=3)[C:20]([C:27](O)=[O:28])=[CH:19][C:18]2=[O:30])[CH2:11][CH2:10]1)=[O:7])([CH3:4])([CH3:3])[CH3:2].C(N1C=CN=C1)(N1C=CN=C1)=O.[CH3:54][S:55]([NH2:58])(=[O:57])=[O:56].N12CCCN=C1CCCCC2. (2) Given the product [CH3:18][O:19][C:20](=[O:31])[C:21]1[CH:26]=[C:25]([C:27]#[N:28])[CH:24]=[CH:23][C:22]=1[CH2:29][N:9]([CH2:8][C:3]1[C:2]([CH3:1])=[CH:7][CH:6]=[CH:5][N:4]=1)[CH:10]([C:12]1[CH:17]=[CH:16][CH:15]=[CH:14][N:13]=1)[CH3:11], predict the reactants needed to synthesize it. The reactants are: [CH3:1][C:2]1[C:3]([CH2:8][NH:9][CH:10]([C:12]2[CH:17]=[CH:16][CH:15]=[CH:14][N:13]=2)[CH3:11])=[N:4][CH:5]=[CH:6][CH:7]=1.[CH3:18][O:19][C:20](=[O:31])[C:21]1[CH:26]=[C:25]([C:27]#[N:28])[CH:24]=[CH:23][C:22]=1[CH2:29]Br.CCN(C(C)C)C(C)C. (3) Given the product [F:23][C:17]1[C:18]([F:22])=[CH:19][CH:20]=[CH:21][C:16]=1[C@H:13]1[CH2:12][N:11]2[C:24]([C:27]([OH:30])([CH3:28])[CH3:29])=[N:25][N:26]=[C:10]2[C@H:9]([NH:8][C:31]([N:38]2[CH2:39][CH2:48][C:47]3([C:43](=[O:53])[NH:44][CH2:45][CH2:46]3)[CH2:41][CH2:42]2)=[O:32])[CH2:15][CH2:14]1, predict the reactants needed to synthesize it. The reactants are: C(N(CC)CC)C.[NH2:8][C@@H:9]1[CH2:15][CH2:14][C@@H:13]([C:16]2[CH:21]=[CH:20][CH:19]=[C:18]([F:22])[C:17]=2[F:23])[CH2:12][N:11]2[C:24]([C:27]([OH:30])([CH3:29])[CH3:28])=[N:25][N:26]=[C:10]12.[C:31]([N:38]1[CH:42]=[CH:41]N=[CH:39]1)(N1C=CN=C1)=[O:32].[C:43]1(=[O:53])[C:47]2(CCNC[CH2:48]2)[CH2:46][CH2:45][NH:44]1. (4) Given the product [CH3:16][N:17]([CH3:18])[C:11]([C:9]1[NH:10][C:6]([C:4]([O:3][CH2:1][CH3:2])=[O:5])=[C:7]([CH3:14])[CH:8]=1)=[O:12], predict the reactants needed to synthesize it. The reactants are: [CH2:1]([O:3][C:4]([C:6]1[NH:10][C:9]([C:11](O)=[O:12])=[CH:8][C:7]=1[CH3:14])=[O:5])[CH3:2].C[CH2:16][N:17](C(C)C)[CH:18](C)C.CNC.C1COCC1.CN(C(ON1N=NC2C=CC=NC1=2)=[N+](C)C)C.F[P-](F)(F)(F)(F)F.